From a dataset of Full USPTO retrosynthesis dataset with 1.9M reactions from patents (1976-2016). Predict the reactants needed to synthesize the given product. (1) Given the product [N:1]1([CH:6]2[CH2:15][CH2:14][C:13]([CH3:16])([CH3:17])[C:12]3[CH:11]=[C:10]([C:18]#[C:19][C:20]4[CH:28]=[CH:27][C:23]([CH2:32][C:31]([OH:29])=[O:33])=[CH:22][CH:21]=4)[CH:9]=[CH:8][C:7]2=3)[CH:5]=[CH:4][N:3]=[CH:2]1, predict the reactants needed to synthesize it. The reactants are: [N:1]1([CH:6]2[CH2:15][CH2:14][C:13]([CH3:17])([CH3:16])[C:12]3[CH:11]=[C:10]([C:18]#[C:19][C:20]4[CH:28]=[CH:27][C:23](C([O-])=O)=[CH:22][CH:21]=4)[CH:9]=[CH:8][C:7]2=3)[CH:5]=[CH:4][N:3]=[CH:2]1.[OH-:29].[Na+].[CH2:31]([OH:33])[CH3:32]. (2) Given the product [F:19][C:20]1[CH:21]=[C:22]([C:26]2[CH:34]=[CH:33][CH:32]=[C:31]3[C:27]=2/[C:28](=[CH:17]/[C:11]2[NH:12][C:13]4[CH2:14][CH2:15][CH2:16][CH:8]([CH2:7][CH2:6][N:1]5[CH2:2][CH2:3][CH2:4][CH2:5]5)[C:9]=4[CH:10]=2)/[C:29](=[O:35])[NH:30]3)[CH:23]=[CH:24][CH:25]=1, predict the reactants needed to synthesize it. The reactants are: [N:1]1([CH2:6][CH2:7][CH:8]2[CH2:16][CH2:15][CH2:14][C:13]3[NH:12][C:11]([CH:17]=O)=[CH:10][C:9]2=3)[CH2:5][CH2:4][CH2:3][CH2:2]1.[F:19][C:20]1[CH:21]=[C:22]([C:26]2[CH:34]=[CH:33][CH:32]=[C:31]3[C:27]=2[CH2:28][C:29](=[O:35])[NH:30]3)[CH:23]=[CH:24][CH:25]=1. (3) Given the product [CH:19]1([C:22]2[CH:23]=[C:24]([CH2:25][N:26]3[CH2:27][C:28]4([CH2:33][C:32]([N:34]5[CH2:35][CH2:36][C:37]([CH3:45])([C:40]([OH:42])=[O:41])[CH2:38][CH2:39]5)=[N:31][O:30]4)[CH2:29]3)[CH:46]=[C:47]([O:50][CH2:51][CH3:52])[C:48]=2[C:4]2[CH:3]=[C:2]([F:1])[C:7]([F:8])=[C:6]([F:9])[CH:5]=2)[CH2:21][CH2:20]1, predict the reactants needed to synthesize it. The reactants are: [F:1][C:2]1[CH:3]=[C:4](B(O)O)[CH:5]=[C:6]([F:9])[C:7]=1[F:8].C(=O)([O-])[O-].[K+].[K+].[CH:19]1([C:22]2[CH:23]=[C:24]([CH:46]=[C:47]([O:50][CH2:51][CH3:52])[C:48]=2I)[CH2:25][N:26]2[CH2:29][C:28]3([CH2:33][C:32]([N:34]4[CH2:39][CH2:38][C:37]([CH3:45])([C:40]([O:42]CC)=[O:41])[CH2:36][CH2:35]4)=[N:31][O:30]3)[CH2:27]2)[CH2:21][CH2:20]1.C(=O)([O-])O.[Na+]. (4) The reactants are: [CH3:1][O:2][CH2:3][C:4]1[CH:11]=[CH:10][C:7]([C:8]#[N:9])=[CH:6][CH:5]=1.[CH3:12][O:13][C:14]1[CH:19]=[CH:18][C:17]([Mg]Br)=[CH:16][CH:15]=1.[BH4-].[Na+].Cl. Given the product [CH3:1][O:2][CH2:3][C:4]1[CH:11]=[CH:10][C:7]([CH:8]([C:17]2[CH:18]=[CH:19][C:14]([O:13][CH3:12])=[CH:15][CH:16]=2)[NH2:9])=[CH:6][CH:5]=1, predict the reactants needed to synthesize it. (5) The reactants are: [OH:1][C:2]1[C:10]([CH3:11])=[CH:9][CH:8]=[CH:7][C:3]=1[C:4]([OH:6])=[O:5].S(=O)(=O)(O)O.[C:17]([O-])(O)=O.[Na+]. Given the product [OH:1][C:2]1[C:10]([CH3:11])=[CH:9][CH:8]=[CH:7][C:3]=1[C:4]([O:6][CH3:17])=[O:5], predict the reactants needed to synthesize it. (6) Given the product [I:8][C:4]1[CH:5]=[CH:6][CH:7]=[C:2]([O:1][CH2:19][CH2:20][CH3:21])[C:3]=1[S:9]([NH2:12])(=[O:11])=[O:10], predict the reactants needed to synthesize it. The reactants are: [OH:1][C:2]1[CH:7]=[CH:6][CH:5]=[C:4]([I:8])[C:3]=1[S:9]([NH2:12])(=[O:11])=[O:10].C(=O)([O-])[O-].[K+].[K+].[CH2:19](I)[CH2:20][CH3:21].O.